Dataset: Full USPTO retrosynthesis dataset with 1.9M reactions from patents (1976-2016). Task: Predict the reactants needed to synthesize the given product. (1) Given the product [C:4]([O:3][C:1]([NH:8][CH2:9][CH2:10][N:12]1[C:16]([C:17]([O:19][CH2:20][CH3:21])=[O:18])=[CH:15][C:14]([C:22]([O:24][CH2:25][CH3:26])=[O:23])=[N:13]1)=[O:2])([CH3:7])([CH3:6])[CH3:5], predict the reactants needed to synthesize it. The reactants are: [C:1]([NH:8][CH2:9][CH2:10]Br)([O:3][C:4]([CH3:7])([CH3:6])[CH3:5])=[O:2].[NH:12]1[C:16]([C:17]([O:19][CH2:20][CH3:21])=[O:18])=[CH:15][C:14]([C:22]([O:24][CH2:25][CH3:26])=[O:23])=[N:13]1.C(=O)([O-])[O-].[Cs+].[Cs+]. (2) Given the product [O:21]=[C:10]1[CH2:9][CH:8]([C:4]2[CH:3]=[C:2]([CH:7]=[CH:6][CH:5]=2)[C:23]#[N:24])[C:17]2[C:12](=[CH:13][C:14]3[CH2:20][CH2:19][CH2:18][C:15]=3[CH:16]=2)[NH:11]1, predict the reactants needed to synthesize it. The reactants are: Br[C:2]1[CH:3]=[C:4]([CH:8]2[C:17]3[C:12](=[CH:13][C:14]4[CH2:20][CH2:19][CH2:18][C:15]=4[CH:16]=3)[NH:11][C:10](=[O:21])[CH2:9]2)[CH:5]=[CH:6][CH:7]=1.O.[CH3:23][N:24]1C(=O)N(C)CCC1. (3) Given the product [CH3:24][C:25]1[CH:32]=[CH:31][C:28]([CH2:29][N:2]2[CH2:3][CH:4]3[CH:7]([NH:8][C:9]4[CH:10]=[C:11]5[C:15](=[CH:16][CH:17]=4)[NH:14][N:13]=[CH:12]5)[CH:1]2[CH2:6][CH2:5]3)=[CH:27][CH:26]=1, predict the reactants needed to synthesize it. The reactants are: [CH:1]12[CH:7]([NH:8][C:9]3[CH:10]=[C:11]4[C:15](=[CH:16][CH:17]=3)[N:14](C(=O)C(C)(C)C)[N:13]=[CH:12]4)[CH:4]([CH2:5][CH2:6]1)[CH2:3][NH:2]2.[CH3:24][C:25]1[CH:32]=[CH:31][C:28]([CH:29]=O)=[CH:27][CH:26]=1.